Dataset: Forward reaction prediction with 1.9M reactions from USPTO patents (1976-2016). Task: Predict the product of the given reaction. (1) Given the reactants [C:1]([O:5][C:6]([N:8]([CH3:26])[CH2:9][CH2:10][O:11][CH2:12][CH2:13][O:14][CH2:15][CH2:16][O:17][CH2:18][CH2:19][O:20][CH2:21][CH2:22][C:23]([OH:25])=[O:24])=[O:7])([CH3:4])([CH3:3])[CH3:2].[C:27](O)(=O)C, predict the reaction product. The product is: [CH3:27][O:24][C:23](=[O:25])[CH2:22][CH2:21][O:20][CH2:19][CH2:18][O:17][CH2:16][CH2:15][O:14][CH2:13][CH2:12][O:11][CH2:10][CH2:9][N:8]([C:6]([O:5][C:1]([CH3:4])([CH3:3])[CH3:2])=[O:7])[CH3:26]. (2) Given the reactants [C:1]([NH:8][C:9]1[S:10][C:11]([CH:26]=[CH2:27])=[C:12]([C:14]([O:16][CH2:17][P:18]([O:23][CH2:24][CH3:25])([O:20][CH2:21][CH3:22])=[O:19])=[O:15])[N:13]=1)([O:3][C:4]([CH3:7])([CH3:6])[CH3:5])=[O:2], predict the reaction product. The product is: [C:1]([NH:8][C:9]1[S:10][C:11]([CH2:26][CH3:27])=[C:12]([C:14]([O:16][CH2:17][P:18]([O:23][CH2:24][CH3:25])([O:20][CH2:21][CH3:22])=[O:19])=[O:15])[N:13]=1)([O:3][C:4]([CH3:5])([CH3:7])[CH3:6])=[O:2]. (3) Given the reactants [Br:1][C:2]1[CH:3]=[C:4]([C@@:11]2([CH3:18])[NH:16][C:15](=S)[CH2:14][O:13][CH2:12]2)[CH:5]=[C:6]([N+]([O-])=O)[CH:7]=1.C([O:23]O)(C)(C)C.[OH-:25].[NH3:26].[O-]S([O-])(=S)=O.[Na+].[Na+].[NH3:34], predict the reaction product. The product is: [Br:1][C:2]1[CH:3]=[C:4]([C@:11]2([CH3:18])[CH2:12][O:13][CH2:14][C:15]([NH2:16])=[N:34]2)[C:5]([N+:26]([O-:23])=[O:25])=[CH:6][CH:7]=1.